This data is from Full USPTO retrosynthesis dataset with 1.9M reactions from patents (1976-2016). The task is: Predict the reactants needed to synthesize the given product. (1) Given the product [CH3:25][O:5][C:4](=[O:6])[C:3]1[CH:7]=[C:8]([N+:14]([O-:16])=[O:15])[CH:9]=[C:10]([N+:11]([O-:13])=[O:12])[C:2]=1[CH:1]=[CH:19][N:20]([CH3:22])[CH3:21], predict the reactants needed to synthesize it. The reactants are: [CH3:1][C:2]1[C:10]([N+:11]([O-:13])=[O:12])=[CH:9][C:8]([N+:14]([O-:16])=[O:15])=[CH:7][C:3]=1[C:4]([OH:6])=[O:5].CO[CH:19](OC)[N:20]([CH3:22])[CH3:21].[CH3:25]N(C)C=O. (2) Given the product [Cl:31][C:25]1[CH:26]=[C:27]([Cl:30])[CH:28]=[CH:29][C:24]=1[C:10]1[CH:11]=[C:12]([C:14]2[C:15]([CH3:23])=[N:16][N:17]3[CH:22]=[CH:21][CH:20]=[CH:19][C:18]=23)[S:13][C:9]=1[C:5]1[NH:4][CH:8]=[CH:7][N:6]=1, predict the reactants needed to synthesize it. The reactants are: C([N:4]1[CH:8]=[CH:7][N:6]=[C:5]1[C:9]1[S:13][C:12]([C:14]2[C:15]([CH3:23])=[N:16][N:17]3[CH:22]=[CH:21][CH:20]=[CH:19][C:18]=23)=[CH:11][C:10]=1[C:24]1[CH:29]=[CH:28][C:27]([Cl:30])=[CH:26][C:25]=1[Cl:31])C=C.C(O)(=O)C.C1([SiH3])C=CC=CC=1. (3) Given the product [C:48]1([CH:44]([C:38]2[CH:39]=[CH:40][CH:41]=[CH:42][CH:43]=2)[CH2:45][CH2:46][NH:47][C:3]([C:5]2[N:14]3[C:8]([CH2:9][N:10]([C:19]([C:21]4[CH:26]=[CH:25][C:24]([C:27]5[CH:32]=[CH:31][CH:30]=[CH:29][C:28]=5[CH3:33])=[C:23]([O:34][CH3:35])[CH:22]=4)=[O:20])[C:11]4[CH:18]=[CH:17][CH:16]=[CH:15][C:12]=4[CH2:13]3)=[CH:7][CH:6]=2)=[O:4])[CH:49]=[CH:50][CH:51]=[CH:52][CH:53]=1, predict the reactants needed to synthesize it. The reactants are: ClC(Cl)(Cl)[C:3]([C:5]1[N:14]2[C:8]([CH2:9][N:10]([C:19]([C:21]3[CH:26]=[CH:25][C:24]([C:27]4[CH:32]=[CH:31][CH:30]=[CH:29][C:28]=4[CH3:33])=[C:23]([O:34][CH3:35])[CH:22]=3)=[O:20])[C:11]3[CH:18]=[CH:17][CH:16]=[CH:15][C:12]=3[CH2:13]2)=[CH:7][CH:6]=1)=[O:4].[C:38]1([CH:44]([C:48]2[CH:53]=[CH:52][CH:51]=[CH:50][CH:49]=2)[CH2:45][CH2:46][NH2:47])[CH:43]=[CH:42][CH:41]=[CH:40][CH:39]=1. (4) Given the product [Cl:1][C:2]1[N:7]=[C:6]([C:14]2[CH:15]=[CH:16][C:11]([F:10])=[CH:12][C:13]=2[O:20][CH3:21])[C:5]([F:9])=[CH:4][N:3]=1, predict the reactants needed to synthesize it. The reactants are: [Cl:1][C:2]1[N:7]=[C:6](Cl)[C:5]([F:9])=[CH:4][N:3]=1.[F:10][C:11]1[CH:16]=[CH:15][C:14](B(O)O)=[C:13]([O:20][CH3:21])[CH:12]=1.C(=O)([O-])[O-].[K+].[K+]. (5) Given the product [CH:2]1([N:8]2[C:13](=[O:18])[CH:14]=[C:15]([CH3:17])[NH:9]2)[CH2:7][CH2:6][CH2:5][CH2:4][CH2:3]1, predict the reactants needed to synthesize it. The reactants are: Cl.[CH:2]1([NH:8][NH2:9])[CH2:7][CH2:6][CH2:5][CH2:4][CH2:3]1.C(Cl)Cl.[C:13](OCC)(=[O:18])[CH2:14][C:15]([CH3:17])=O.CC(OC)(C)C. (6) Given the product [CH:1]1([C:4]2[CH:21]=[CH:20][C:7]([O:8][C:9]3[N:10]=[CH:11][C:12]([CH:15]=[O:16])=[N:13][CH:14]=3)=[CH:6][CH:5]=2)[CH2:2][CH2:3]1, predict the reactants needed to synthesize it. The reactants are: [CH:1]1([C:4]2[CH:21]=[CH:20][C:7]([O:8][C:9]3[CH:14]=[N:13][C:12]([CH:15]4OCC[O:16]4)=[CH:11][N:10]=3)=[CH:6][CH:5]=2)[CH2:3][CH2:2]1.O.C1(C)C=CC(S(O)(=O)=O)=CC=1.C(=O)([O-])O.[Na+].C(OCC)(=O)C. (7) Given the product [CH:1]1([N:6]2[CH2:11][CH2:12][C:13]3[C:18](=[CH:17][CH:16]=[C:15]([O:19][CH3:20])[CH:14]=3)[C:7]2=[O:8])[CH2:5][CH2:4][CH2:3][CH2:2]1, predict the reactants needed to synthesize it. The reactants are: [CH:1]1([N:6]([CH2:11][CH2:12][C:13]2[CH:18]=[CH:17][CH:16]=[C:15]([O:19][CH3:20])[CH:14]=2)[C:7](=O)[O:8]C)[CH2:5][CH2:4][CH2:3][CH2:2]1.O=P12OP3(OP(OP(O3)(O1)=O)(=O)O2)=O. (8) Given the product [CH2:20]1[C:1]2([CH2:12][CH2:7][CH2:8][CH2:3][C:2]2=[O:4])[CH2:21]1, predict the reactants needed to synthesize it. The reactants are: [CH3:1][C:2](C)([O-:4])[CH3:3].[K+].[C:7]1(C)[CH:12]=CC(S(C[N+]#[C-])(=O)=O)=C[CH:8]=1.[CH2:20](O)[CH3:21]. (9) Given the product [C:1]([C:3]1[C:11]2[C:10]3[CH:12]=[CH:13][CH:14]=[CH:15][C:9]=3[S:8](=[O:25])(=[O:29])[C:7]=2[CH:6]=[CH:5][C:4]=1[NH:16][C:17](=[O:22])[C:18]([CH3:19])([CH3:21])[CH3:20])#[N:2], predict the reactants needed to synthesize it. The reactants are: [C:1]([C:3]1[C:11]2[C:10]3[CH:12]=[CH:13][CH:14]=[CH:15][C:9]=3[S:8][C:7]=2[CH:6]=[CH:5][C:4]=1[NH:16][C:17](=[O:22])[C:18]([CH3:21])([CH3:20])[CH3:19])#[N:2].C(O)(=[O:25])C.OO.[OH2:29].